Dataset: Forward reaction prediction with 1.9M reactions from USPTO patents (1976-2016). Task: Predict the product of the given reaction. (1) Given the reactants [Cl:1][C:2]1[C:11]([N:12]2[C:16](=[O:17])[N:15]([CH3:18])[N:14]=[N:13]2)=[C:10]([Cl:19])[CH:9]=[CH:8][C:3]=1[C:4]([O:6]C)=[O:5], predict the reaction product. The product is: [Cl:1][C:2]1[C:11]([N:12]2[C:16](=[O:17])[N:15]([CH3:18])[N:14]=[N:13]2)=[C:10]([Cl:19])[CH:9]=[CH:8][C:3]=1[C:4]([OH:6])=[O:5]. (2) The product is: [Cl:1][C:2]1[CH:3]=[C:4]([CH:8]([C:20]2[CH:24]=[C:23]([CH:25]3[O:29][CH2:28][CH2:27][O:26]3)[S:22][CH:21]=2)[NH2:9])[CH:5]=[CH:6][CH:7]=1. Given the reactants [Cl:1][C:2]1[CH:3]=[C:4]([CH:8]([C:20]2[CH:24]=[C:23]([CH:25]3[O:29][CH2:28][CH2:27][O:26]3)[S:22][CH:21]=2)[N:9]2C(=O)C3C(=CC=CC=3)C2=O)[CH:5]=[CH:6][CH:7]=1.CO.O.NN, predict the reaction product. (3) Given the reactants [Cl:1][C:2]1[CH:3]=[N:4][CH:5]=[C:6]([CH:11]=1)[C:7](Cl)=[N:8][OH:9].[C:12]([C:14]1[CH:15]=[C:16]([F:22])[C:17]([F:21])=[C:18]([F:20])[CH:19]=1)#[CH:13].N, predict the reaction product. The product is: [Cl:1][C:2]1[CH:11]=[C:6]([C:7]2[CH:13]=[C:12]([C:14]3[CH:15]=[C:16]([F:22])[C:17]([F:21])=[C:18]([F:20])[CH:19]=3)[O:9][N:8]=2)[CH:5]=[N:4][CH:3]=1. (4) Given the reactants [F:1][C:2]([F:24])([CH:10]([F:23])[CH:11](F)[O:12][CH2:13][CH2:14][CH2:15][C:16]1[CH:21]=[CH:20][CH:19]=[CH:18][CH:17]=1)[CH2:3][CH2:4][C:5]([O:7]CC)=O.[F:25]C(F)(CCC1C=CC=CC=1)CO, predict the reaction product. The product is: [F:1][C:2]([F:24])([C:10]([F:25])([F:23])[CH2:11][O:12][CH2:13][CH2:14][CH2:15][C:16]1[CH:21]=[CH:20][CH:19]=[CH:18][CH:17]=1)[CH2:3][CH2:4][CH2:5][OH:7]. (5) Given the reactants [NH:1]1[CH2:6][CH2:5][C:4]2([O:11][C:10]3[C:12]4[C:17]([C:18](=[O:21])[C:19](=[O:20])[C:9]=3[S:8][CH2:7]2)=[CH:16][CH:15]=[CH:14][CH:13]=4)[CH2:3][CH2:2]1.Br[CH:23]([CH2:25][CH2:26][CH3:27])[CH3:24], predict the reaction product. The product is: [CH3:24][CH:23]([N:1]1[CH2:2][CH2:3][C:4]2([O:11][C:10]3[C:12]4[C:17]([C:18](=[O:21])[C:19](=[O:20])[C:9]=3[S:8][CH2:7]2)=[CH:16][CH:15]=[CH:14][CH:13]=4)[CH2:5][CH2:6]1)[CH2:25][CH2:26][CH3:27]. (6) Given the reactants [CH3:1][O:2][C:3]([CH2:5][CH2:6][CH2:7][CH2:8][CH2:9][O:10][C:11]1[CH:12]=[CH:13][C:14]2[N:18]=[C:17]([C:19]3[CH:24]=[CH:23][C:22]([O:25][CH3:26])=[CH:21][CH:20]=3)[N:16]([CH2:27][CH2:28][CH:29]=O)[C:15]=2[CH:31]=1)=[O:4].[NH:32]1[CH2:37][CH2:36][O:35][CH2:34][CH2:33]1, predict the reaction product. The product is: [CH3:1][O:2][C:3]([CH2:5][CH2:6][CH2:7][CH2:8][CH2:9][O:10][C:11]1[CH:12]=[CH:13][C:14]2[N:18]=[C:17]([C:19]3[CH:20]=[CH:21][C:22]([O:25][CH3:26])=[CH:23][CH:24]=3)[N:16]([CH2:27][CH2:28][CH2:29][N:32]3[CH2:37][CH2:36][O:35][CH2:34][CH2:33]3)[C:15]=2[CH:31]=1)=[O:4]. (7) Given the reactants C(OC(=O)COC1C=CC(Cl)=CC=1C#CC1C=CC=C(S(CCC)(=O)=O)C=1)(C)(C)C.[C:31]([O:35][C:36](=[O:48])[CH2:37][O:38][C:39]1[CH:44]=[CH:43][C:42]([Cl:45])=[CH:41][C:40]=1[C:46]#[CH:47])([CH3:34])([CH3:33])[CH3:32].[CH3:49][N:50]([CH3:62])[S:51]([C:54]1[CH:59]=[CH:58][C:57]([CH3:60])=[C:56](Br)[CH:55]=1)(=[O:53])=[O:52], predict the reaction product. The product is: [C:31]([O:35][C:36](=[O:48])[CH2:37][O:38][C:39]1[CH:44]=[CH:43][C:42]([Cl:45])=[CH:41][C:40]=1[C:46]#[C:47][C:56]1[CH:55]=[C:54]([S:51]([N:50]([CH3:62])[CH3:49])(=[O:52])=[O:53])[CH:59]=[CH:58][C:57]=1[CH3:60])([CH3:34])([CH3:33])[CH3:32]. (8) Given the reactants CN(C)CCCNC(C1C=C(C2C=CC(CSCCOC3C=CC=CC=3)=CC=2)C=CC=1)=O.[O:33]([CH2:40][CH2:41][S:42][CH2:43][C:44]1[CH:49]=[CH:48][CH:47]=[CH:46][C:45]=1[C:50]1[CH:55]=[CH:54][C:53]([C:56]([OH:58])=O)=[CH:52][CH:51]=1)[C:34]1[CH:39]=[CH:38][CH:37]=[CH:36][CH:35]=1.[CH3:59][N:60]([CH3:64])[CH2:61][CH2:62][NH2:63], predict the reaction product. The product is: [CH3:59][N:60]([CH3:64])[CH2:61][CH2:62][NH:63][C:56]([C:53]1[CH:52]=[CH:51][C:50]([C:45]2[CH:46]=[CH:47][CH:48]=[CH:49][C:44]=2[CH2:43][S:42][CH2:41][CH2:40][O:33][C:34]2[CH:39]=[CH:38][CH:37]=[CH:36][CH:35]=2)=[CH:55][CH:54]=1)=[O:58]. (9) The product is: [Cl:11][C:4]1[CH:3]=[C:2]([C:15]2[CH:16]=[N:17][CH:18]=[C:13]([Cl:12])[CH:14]=2)[N:7]=[C:6]2[CH2:8][CH2:9][CH2:10][C:5]=12. Given the reactants Cl[C:2]1[N:7]=[C:6]2[CH2:8][CH2:9][CH2:10][C:5]2=[C:4]([Cl:11])[CH:3]=1.[Cl:12][C:13]1[CH:14]=[C:15](B(O)O)[CH:16]=[N:17][CH:18]=1.C([O-])([O-])=O.[Cs+].[Cs+].C1(C)C=CC=CC=1, predict the reaction product.